This data is from Forward reaction prediction with 1.9M reactions from USPTO patents (1976-2016). The task is: Predict the product of the given reaction. Given the reactants [CH3:1][CH:2]1[CH2:11][C:10](=[N:12][CH2:13][C:14]#[CH:15])[C:9]2[C:4](=[CH:5][CH:6]=[CH:7][CH:8]=2)[N:3]1[C:16]([C:18]1[CH:23]=[CH:22][CH:21]=[CH:20][CH:19]=1)=[O:17].O, predict the reaction product. The product is: [CH3:1][CH:2]1[CH2:11][CH:10]([NH:12][CH2:13][C:14]#[CH:15])[C:9]2[C:4](=[CH:5][CH:6]=[CH:7][CH:8]=2)[N:3]1[C:16]([C:18]1[CH:23]=[CH:22][CH:21]=[CH:20][CH:19]=1)=[O:17].